This data is from Retrosynthesis with 50K atom-mapped reactions and 10 reaction types from USPTO. The task is: Predict the reactants needed to synthesize the given product. (1) Given the product O=C1CCC(=Cc2cccc(Oc3ccc(C4CC4)cn3)c2)CC1, predict the reactants needed to synthesize it. The reactants are: C(=C1CCC2(CC1)OCCO2)c1cccc(Oc2ccc(C3CC3)cn2)c1. (2) Given the product Cc1ccc(O)c([C@H](CC[N+](C)(C(C)C)C(C)C)c2ccccc2)c1, predict the reactants needed to synthesize it. The reactants are: CI.Cc1ccc(O)c([C@H](CCN(C(C)C)C(C)C)c2ccccc2)c1. (3) Given the product COC(=O)CC(=O)C(C)Sc1cc(Cl)cc(OC)c1, predict the reactants needed to synthesize it. The reactants are: COC(=O)CC(=O)C(C)Br.COc1cc(S)cc(Cl)c1. (4) Given the product CC(NC1CCC1)C(=O)c1cccc(Cl)c1, predict the reactants needed to synthesize it. The reactants are: CC(Br)C(=O)c1cccc(Cl)c1.NC1CCC1. (5) The reactants are: CCCc1c(O)ccc(C(C)=O)c1O.CCCc1c(OCC(=O)OCC)ccc(C(C)=O)c1OCCCOCCCBr. Given the product CCCc1c(OCCCOCCCOc2c(C(C)=O)ccc(OCC(=O)OCC)c2CCC)ccc(C(C)=O)c1O, predict the reactants needed to synthesize it. (6) The reactants are: Cc1c(Cl)nc2cc(F)ccc2c1Cl.OB(O)c1cc(F)ccc1F. Given the product Cc1c(-c2cc(F)ccc2F)nc2cc(F)ccc2c1Cl, predict the reactants needed to synthesize it.